From a dataset of Forward reaction prediction with 1.9M reactions from USPTO patents (1976-2016). Predict the product of the given reaction. (1) Given the reactants Cl.[NH2:2][C:3]1[CH:8]=[C:7]([CH2:9][N:10]2[C:14]([CH3:16])([CH3:15])[C:13](=[O:17])[N:12]([C:18]3[CH:23]=[CH:22][C:21]([C:24]([CH3:27])([CH3:26])[CH3:25])=[CH:20][CH:19]=3)[C:11]2=[O:28])[CH:6]=[CH:5][N:4]=1.[Cl:29][C:30]1[C:35](I)=[CH:34][CH:33]=[CH:32][N:31]=1.C(=O)([O-])[O-].[Cs+].[Cs+].CC1(C)C2C=CC(P(C3C=CC=CC=3)C3C=CC=CC=3)=CC=2OC2C1=CC=C(P(C1C=CC=CC=1)C1C=CC=CC=1)C=2, predict the reaction product. The product is: [C:24]([C:21]1[CH:20]=[CH:19][C:18]([N:12]2[C:13](=[O:17])[C:14]([CH3:16])([CH3:15])[N:10]([CH2:9][C:7]3[CH:6]=[CH:5][N:4]=[C:3]([NH:2][C:35]4[C:30]([Cl:29])=[N:31][CH:32]=[CH:33][CH:34]=4)[CH:8]=3)[C:11]2=[O:28])=[CH:23][CH:22]=1)([CH3:27])([CH3:26])[CH3:25]. (2) Given the reactants [CH:1]1([N:7]2[CH2:11][CH2:10][CH:9]([CH2:12][C:13]3[C:18]([Cl:19])=[CH:17][C:16]([C:20]4[CH:25]=[CH:24][C:23]([OH:26])=[CH:22][CH:21]=4)=[CH:15][C:14]=3[Cl:27])[C:8]2=[O:28])[CH2:6][CH2:5][CH2:4][CH2:3][CH2:2]1.Br[C:30]([CH3:37])([CH3:36])[C:31]([O:33][CH2:34][CH3:35])=[O:32].C([O-])([O-])=O.[Cs+].[Cs+], predict the reaction product. The product is: [CH2:34]([O:33][C:31](=[O:32])[C:30]([O:26][C:23]1[CH:24]=[CH:25][C:20]([C:16]2[CH:15]=[C:14]([Cl:27])[C:13]([CH2:12][CH:9]3[CH2:10][CH2:11][N:7]([CH:1]4[CH2:6][CH2:5][CH2:4][CH2:3][CH2:2]4)[C:8]3=[O:28])=[C:18]([Cl:19])[CH:17]=2)=[CH:21][CH:22]=1)([CH3:37])[CH3:36])[CH3:35]. (3) The product is: [CH3:9][O:10][C:11]1[CH:26]=[CH:25][C:14]([C:15]([C:17]2[CH:22]=[CH:21][C:20]([O:23][CH3:24])=[CH:19][CH:18]=2)=[CH2:4])=[CH:13][CH:12]=1. Given the reactants C[Mg]Br.[CH2:4](OCC)C.[CH3:9][O:10][C:11]1[CH:26]=[CH:25][C:14]([C:15]([C:17]2[CH:22]=[CH:21][C:20]([O:23][CH3:24])=[CH:19][CH:18]=2)=O)=[CH:13][CH:12]=1, predict the reaction product. (4) Given the reactants [S:1]1[CH:5]=[C:4]([C:6]2[CH:13]=[CH:12][C:9]([CH:10]=O)=[CH:8][CH:7]=2)[N:3]=[N:2]1.[CH3:14][CH:15]([CH3:31])[C:16]([NH:18][C:19]1[CH:24]=[CH:23][CH:22]=[C:21]([CH:25]2[CH2:30][CH2:29][NH:28][CH2:27][CH2:26]2)[CH:20]=1)=[O:17], predict the reaction product. The product is: [CH3:14][CH:15]([CH3:31])[C:16]([NH:18][C:19]1[CH:24]=[CH:23][CH:22]=[C:21]([CH:25]2[CH2:30][CH2:29][N:28]([CH2:10][C:9]3[CH:12]=[CH:13][C:6]([C:4]4[N:3]=[N:2][S:1][CH:5]=4)=[CH:7][CH:8]=3)[CH2:27][CH2:26]2)[CH:20]=1)=[O:17]. (5) The product is: [F:31][C:26]1([F:30])[C:25]2[N:21]([CH2:20][C:19]([NH:18][C@H:8]([C:6]3[C:5]([C:37]4[CH:38]=[CH:39][CH:40]=[C:41]5[C:45]=4[N:44]([CH3:46])[N:43]=[C:42]5[NH:47][S:48]([CH3:51])(=[O:49])=[O:50])=[CH:4][CH:3]=[C:2]([C:56]#[C:55][CH:54]([OH:57])[CH:53]([CH3:58])[CH3:52])[N:7]=3)[CH2:9][C:10]3[CH:15]=[C:14]([F:16])[CH:13]=[C:12]([F:17])[CH:11]=3)=[O:36])[N:22]=[C:23]([C:32]([F:35])([F:33])[F:34])[C:24]=2[C@H:28]2[CH2:29][C@@H:27]12. Given the reactants Cl[C:2]1[N:7]=[C:6]([C@@H:8]([NH:18][C:19](=[O:36])[CH2:20][N:21]2[C:25]3[C:26]([F:31])([F:30])[C@@H:27]4[CH2:29][C@@H:28]4[C:24]=3[C:23]([C:32]([F:35])([F:34])[F:33])=[N:22]2)[CH2:9][C:10]2[CH:15]=[C:14]([F:16])[CH:13]=[C:12]([F:17])[CH:11]=2)[C:5]([C:37]2[CH:38]=[CH:39][CH:40]=[C:41]3[C:45]=2[N:44]([CH3:46])[N:43]=[C:42]3[NH:47][S:48]([CH3:51])(=[O:50])=[O:49])=[CH:4][CH:3]=1.[CH3:52][CH:53]([CH3:58])[CH:54]([OH:57])[C:55]#[CH:56], predict the reaction product. (6) The product is: [CH3:1][O:2][C:3]1[CH:4]=[CH:5][C:6]([N:9]2[C:21]3[CH:20]=[CH:19][C:18]([C:22]([C:40]#[N:41])=[C:23]([C:38]#[N:39])[C:24]4[CH:29]=[C:28]([C:30]([F:31])([F:32])[F:33])[CH:27]=[C:26]([C:34]([F:37])([F:35])[F:36])[CH:25]=4)=[CH:17][C:16]=3[C:15]3[C:10]2=[CH:11][CH:12]=[CH:13][CH:14]=3)=[CH:7][CH:8]=1. Given the reactants [CH3:1][O:2][C:3]1[CH:8]=[CH:7][C:6]([N:9]2[C:21]3[CH:20]=[CH:19][C:18]([CH:22]=[C:23]([C:38]#[N:39])[C:24]4[CH:29]=[C:28]([C:30]([F:33])([F:32])[F:31])[CH:27]=[C:26]([C:34]([F:37])([F:36])[F:35])[CH:25]=4)=[CH:17][C:16]=3[C:15]3[C:10]2=[CH:11][CH:12]=[CH:13][CH:14]=3)=[CH:5][CH:4]=1.[C-:40]#[N:41].[Na+].C([O-])(=O)C.C([O-])(=O)C.C([O-])(=O)C.C([O-])(=O)C.[Pb+4], predict the reaction product. (7) The product is: [N:13]1([C:2]2[CH:11]=[C:10]3[C:5]([C:6](=[O:12])[NH:7][CH:8]=[N:9]3)=[CH:4][CH:3]=2)[CH2:19][CH2:18][CH2:17][NH:16][CH2:15][CH2:14]1. Given the reactants F[C:2]1[CH:11]=[C:10]2[C:5]([C:6](=[O:12])[NH:7][CH:8]=[N:9]2)=[CH:4][CH:3]=1.[NH:13]1[CH2:19][CH2:18][CH2:17][NH:16][CH2:15][CH2:14]1, predict the reaction product.